Dataset: Reaction yield outcomes from USPTO patents with 853,638 reactions. Task: Predict the reaction yield, written as a fraction of the theoretical maximum amount of product (1.0 means a 100% yield; for example, 0.34 means a 34% yield). (1) The reactants are C[O-:2].[Na+].[CH2:4]([C:7]1[CH:8]=[C:9]([OH:14])[C:10](=[CH:12][CH:13]=1)[OH:11])[CH:5]=[CH2:6].Br[CH2:16][C:17]([O:19][CH3:20])=[O:18].[CH3:21][CH2:22][O:23][CH2:24][CH3:25]. The catalyst is CO. The product is [CH2:4]([C:7]1[CH:13]=[CH:12][C:10]([O:11][CH2:16][C:17]([O:19][CH3:20])=[O:18])=[C:9]([O:14][CH2:21][C:22]([O:23][CH2:24][CH3:25])=[O:2])[CH:8]=1)[CH:5]=[CH2:6]. The yield is 0.650. (2) The reactants are C(Cl)(=O)C(Cl)=O.[F:7][C:8]1[CH:9]=[C:10]([N:21]2[CH2:25][CH:24]([C:26]([NH2:28])=[O:27])[O:23][C:22]2=[O:29])[CH:11]=[CH:12][C:13]=1[CH:14]1[CH2:19][CH2:18][CH:17]([OH:20])[CH2:16][CH2:15]1.CCN(C(C)C)C(C)C.[Cl-].[NH4+]. The catalyst is ClCCl.CS(C)=O. The product is [F:7][C:8]1[CH:9]=[C:10]([N:21]2[CH2:25][CH:24]([C:26]([NH2:28])=[O:27])[O:23][C:22]2=[O:29])[CH:11]=[CH:12][C:13]=1[CH:14]1[CH2:15][CH2:16][C:17](=[O:20])[CH2:18][CH2:19]1. The yield is 0.500. (3) The reactants are [Br-:1].[Br-].[Br-].C1([N+](C)(C)C)C=CC=CC=1.C1([N+](C)(C)C)C=CC=CC=1.C1([N+](C)(C)C)C=CC=CC=1.[CH2:34]([O:41][C:42]1[CH:47]=[CH:46][C:45]([C:48](=[O:50])[CH3:49])=[CH:44][C:43]=1[N+:51]([O-:53])=[O:52])[C:35]1[CH:40]=[CH:39][CH:38]=[CH:37][CH:36]=1. The catalyst is C1COCC1. The product is [CH2:34]([O:41][C:42]1[CH:47]=[CH:46][C:45]([C:48](=[O:50])[CH2:49][Br:1])=[CH:44][C:43]=1[N+:51]([O-:53])=[O:52])[C:35]1[CH:36]=[CH:37][CH:38]=[CH:39][CH:40]=1. The yield is 0.750. (4) The reactants are [N:1]1([C:7]2[O:8][C:9]3[C:14]([C:15](=[O:17])[CH:16]=2)=[CH:13][CH:12]=[CH:11][C:10]=3B2OC(C)(C)C(C)(C)O2)[CH2:6][CH2:5][O:4][CH2:3][CH2:2]1.C1(C)C=CC=CC=1.Br[C:35]1[S:36][C:37]([Br:40])=[CH:38][N:39]=1.C(=O)([O-])[O-].[K+].[K+]. The catalyst is C(O)C. The product is [Br:40][C:37]1[S:36][C:35]([C:10]2[CH:11]=[CH:12][CH:13]=[C:14]3[C:9]=2[O:8][C:7]([N:1]2[CH2:2][CH2:3][O:4][CH2:5][CH2:6]2)=[CH:16][C:15]3=[O:17])=[N:39][CH:38]=1. The yield is 0.430. (5) The reactants are [NH:1]1[C:9]2[C:4](=[CH:5][CH:6]=[CH:7][CH:8]=2)[C:3]2([C:21]3[C:12](=[CH:13][C:14]4[O:19][CH2:18][CH2:17][O:16][C:15]=4[CH:20]=3)[O:11][CH2:10]2)[C:2]1=[O:22].[H-].[Na+].Br[CH2:26][C:27]1[CH:36]=[CH:35][C:30]([C:31]([O:33][CH3:34])=[O:32])=[CH:29][CH:28]=1. The catalyst is O1CCCC1. The product is [O:22]=[C:2]1[C:3]2([C:21]3[C:12](=[CH:13][C:14]4[O:19][CH2:18][CH2:17][O:16][C:15]=4[CH:20]=3)[O:11][CH2:10]2)[C:4]2[C:9](=[CH:8][CH:7]=[CH:6][CH:5]=2)[N:1]1[CH2:26][C:27]1[CH:36]=[CH:35][C:30]([C:31]([O:33][CH3:34])=[O:32])=[CH:29][CH:28]=1. The yield is 0.860. (6) The reactants are [Cl:1][C:2]1[CH:3]=[C:4]([CH:7]=[C:8]([O:10][CH3:11])[CH:9]=1)[CH2:5][OH:6].[Cr](Cl)([O-])(=O)=O.[NH+]1C=CC=CC=1. The catalyst is C(OCC)C. The product is [Cl:1][C:2]1[CH:3]=[C:4]([CH:7]=[C:8]([O:10][CH3:11])[CH:9]=1)[CH:5]=[O:6]. The yield is 0.780. (7) The reactants are [Cl:1][C:2]1[CH:7]=[CH:6][C:5](C(C)(C)C#N)=[CH:4][CH:3]=1.[CH2:13]([Mg]Cl)[CH3:14].[O:17]1CC[CH2:19][CH2:18]1.[Cl-].[NH4+].[CH:24]1C=CC=C[CH:25]=1. No catalyst specified. The product is [Cl:1][C:2]1[CH:3]=[CH:4][C:5]([C:13]([CH3:14])([CH2:24][CH3:25])[C:18](=[O:17])[CH3:19])=[CH:6][CH:7]=1. The yield is 0.200.